From a dataset of NCI-60 drug combinations with 297,098 pairs across 59 cell lines. Regression. Given two drug SMILES strings and cell line genomic features, predict the synergy score measuring deviation from expected non-interaction effect. (1) Drug 1: CC1=CC=C(C=C1)C2=CC(=NN2C3=CC=C(C=C3)S(=O)(=O)N)C(F)(F)F. Drug 2: CC1CCC2CC(C(=CC=CC=CC(CC(C(=O)C(C(C(=CC(C(=O)CC(OC(=O)C3CCCCN3C(=O)C(=O)C1(O2)O)C(C)CC4CCC(C(C4)OC)OCCO)C)C)O)OC)C)C)C)OC. Cell line: UACC62. Synergy scores: CSS=7.12, Synergy_ZIP=4.23, Synergy_Bliss=6.81, Synergy_Loewe=-0.371, Synergy_HSA=1.34. (2) Drug 1: CC1=CC2C(CCC3(C2CCC3(C(=O)C)OC(=O)C)C)C4(C1=CC(=O)CC4)C. Drug 2: C1C(C(OC1N2C=NC3=C2NC=NCC3O)CO)O. Cell line: HOP-92. Synergy scores: CSS=-6.73, Synergy_ZIP=3.20, Synergy_Bliss=-0.680, Synergy_Loewe=-10.0, Synergy_HSA=-9.15. (3) Drug 1: CC1=CC=C(C=C1)C2=CC(=NN2C3=CC=C(C=C3)S(=O)(=O)N)C(F)(F)F. Synergy scores: CSS=-2.54, Synergy_ZIP=-3.45, Synergy_Bliss=-11.5, Synergy_Loewe=-3.92, Synergy_HSA=-8.64. Drug 2: C1CC(=O)NC(=O)C1N2C(=O)C3=CC=CC=C3C2=O. Cell line: HCT-15. (4) Drug 1: CC12CCC3C(C1CCC2=O)CC(=C)C4=CC(=O)C=CC34C. Drug 2: CCC1=CC2CC(C3=C(CN(C2)C1)C4=CC=CC=C4N3)(C5=C(C=C6C(=C5)C78CCN9C7C(C=CC9)(C(C(C8N6C)(C(=O)OC)O)OC(=O)C)CC)OC)C(=O)OC.C(C(C(=O)O)O)(C(=O)O)O. Cell line: MDA-MB-231. Synergy scores: CSS=46.4, Synergy_ZIP=1.48, Synergy_Bliss=1.85, Synergy_Loewe=2.09, Synergy_HSA=4.16.